From a dataset of Catalyst prediction with 721,799 reactions and 888 catalyst types from USPTO. Predict which catalyst facilitates the given reaction. (1) Reactant: C[Si](Cl)(C)C.Br[CH2:7][C:8]([O:10][CH2:11][CH3:12])=[O:9].[CH3:13][O:14][C:15]1[CH:22]=[C:21]([O:23][CH3:24])[CH:20]=[C:19]([B:25]2[O:29]C(C)(C)[C:27](C)(C)[O:26]2)[C:16]=1C=O. Product: [OH:29][B:25]1[C:19]2[CH:16]=[C:15]([O:14][CH3:13])[CH:22]=[C:21]([O:23][CH3:24])[C:20]=2[CH:27]([CH2:7][C:8]([O:10][CH2:11][CH3:12])=[O:9])[O:26]1. The catalyst class is: 324. (2) Reactant: [NH:1]1[CH:5]=[CH:4][N:3]=[C:2]1[C:6]1[CH:11]=[CH:10][C:9]([NH2:12])=[CH:8][CH:7]=1.CCN(C(C)C)C(C)C.[Cl:22][C:23]1[C:28]([C:29](Cl)=[O:30])=[CH:27][CH:26]=[CH:25][N:24]=1.C(O)C(N)(CO)CO. Product: [Cl:22][C:23]1[C:28]([C:29]([NH:12][C:9]2[CH:10]=[CH:11][C:6]([C:2]3[NH:1][CH:5]=[CH:4][N:3]=3)=[CH:7][CH:8]=2)=[O:30])=[CH:27][CH:26]=[CH:25][N:24]=1. The catalyst class is: 2. (3) Reactant: Br[C:2]1[CH:11]=[N:10][CH:9]=[C:8]2[C:3]=1[CH:4]=[C:5]([C:12]([NH2:14])=[O:13])[CH:6]=[N:7]2.[F:15][C:16]([F:27])([F:26])[C:17]1[CH:22]=[CH:21][C:20](B(O)O)=[CH:19][CH:18]=1.C(=O)([O-])[O-].[Cs+].[Cs+]. Product: [F:15][C:16]([F:27])([F:26])[C:17]1[CH:22]=[CH:21][C:20]([C:2]2[CH:11]=[N:10][CH:9]=[C:8]3[C:3]=2[CH:4]=[C:5]([C:12]([NH2:14])=[O:13])[CH:6]=[N:7]3)=[CH:19][CH:18]=1. The catalyst class is: 688. (4) Reactant: [OH:1][C:2]1([C:41]2[CH:55]=[CH:54][CH:53]=[CH:52][C:42]=2[O:43][CH2:44][CH2:45][CH2:46][C:47]([O:49]CC)=[O:48])[CH2:7][CH2:6][N:5]([C:8]([C@:10]2([O:31][C:32]3[CH:36]=[C:35]([C:37]([F:40])([F:39])[F:38])[S:34][CH:33]=3)[CH2:15][CH2:14][CH2:13][N:12]([C:16](=[O:27])[C:17]3[C:22]([C:23]([F:26])([F:25])[F:24])=[CH:21][CH:20]=[N:19][CH:18]=3)[C@@H:11]2[CH2:28][CH2:29][CH3:30])=[O:9])[CH2:4][CH2:3]1.[OH-].[K+]. Product: [OH:1][C:2]1([C:41]2[CH:55]=[CH:54][CH:53]=[CH:52][C:42]=2[O:43][CH2:44][CH2:45][CH2:46][C:47]([OH:49])=[O:48])[CH2:3][CH2:4][N:5]([C:8]([C@:10]2([O:31][C:32]3[CH:36]=[C:35]([C:37]([F:40])([F:38])[F:39])[S:34][CH:33]=3)[CH2:15][CH2:14][CH2:13][N:12]([C:16](=[O:27])[C:17]3[C:22]([C:23]([F:24])([F:26])[F:25])=[CH:21][CH:20]=[N:19][CH:18]=3)[C@@H:11]2[CH2:28][CH2:29][CH3:30])=[O:9])[CH2:6][CH2:7]1. The catalyst class is: 191. (5) Reactant: [CH2:1]([O:17][C:18](=[O:28])[CH2:19][NH:20]C(OC(C)(C)C)=O)[CH2:2][CH2:3][CH2:4][CH2:5][CH2:6][CH2:7][CH2:8][CH2:9][CH2:10][CH2:11][CH2:12][CH2:13][CH2:14][CH2:15][CH3:16].[ClH:29].O1CCOCC1.C(OCC)C. Product: [ClH:29].[CH2:1]([O:17][C:18](=[O:28])[CH2:19][NH2:20])[CH2:2][CH2:3][CH2:4][CH2:5][CH2:6][CH2:7][CH2:8][CH2:9][CH2:10][CH2:11][CH2:12][CH2:13][CH2:14][CH2:15][CH3:16]. The catalyst class is: 12. (6) Reactant: [CH3:1][O:2][C:3]1[CH:4]=[C:5]([CH:30]=[CH:31][C:32]=1[O:33][CH2:34][C:35]1[N:36]=[C:37]([C:42]2[CH:47]=[CH:46][CH:45]=[CH:44][CH:43]=2)[O:38][C:39]=1[CH2:40]C)[C:6]([NH:8][C:9]1[C:13](/[CH:14]=[CH:15]/[P:16](=[O:23])([O:20][CH2:21][CH3:22])[O:17][CH2:18][CH3:19])=[CH:12][N:11]([C:24]2[CH:29]=[CH:28][CH:27]=[CH:26][CH:25]=2)[N:10]=1)=[O:7].[H-].[Na+].[CH3:50]N(C)C=O.CI. Product: [CH3:1][O:2][C:3]1[CH:4]=[C:5]([CH:30]=[CH:31][C:32]=1[O:33][CH2:34][C:35]1[N:36]=[C:37]([C:42]2[CH:47]=[CH:46][CH:45]=[CH:44][CH:43]=2)[O:38][C:39]=1[CH3:40])[C:6]([N:8]([CH3:50])[C:9]1[C:13](/[CH:14]=[CH:15]/[P:16](=[O:23])([O:20][CH2:21][CH3:22])[O:17][CH2:18][CH3:19])=[CH:12][N:11]([C:24]2[CH:29]=[CH:28][CH:27]=[CH:26][CH:25]=2)[N:10]=1)=[O:7]. The catalyst class is: 6. (7) Reactant: [CH3:1][O:2][C:3]1[CH:12]=[CH:11][C:6]2[C:7](=[O:10])[CH2:8][O:9][C:5]=2[C:4]=1[C:13]#[C:14][CH2:15][CH2:16][N:17]1[CH2:22][CH2:21][N:20]([C:23]([O:25][C:26]([CH3:29])([CH3:28])[CH3:27])=[O:24])[CH2:19][CH2:18]1. Product: [CH3:1][O:2][C:3]1[CH:12]=[CH:11][C:6]2[C:7](=[O:10])[CH2:8][O:9][C:5]=2[C:4]=1[CH2:13][CH2:14][CH2:15][CH2:16][N:17]1[CH2:22][CH2:21][N:20]([C:23]([O:25][C:26]([CH3:29])([CH3:28])[CH3:27])=[O:24])[CH2:19][CH2:18]1. The catalyst class is: 29. (8) Reactant: [NH2:1]/[C:2](=[N:14]\[OH:15])/[CH2:3][N:4]1[CH:8]=[C:7]([C:9]([O:11][CH2:12][CH3:13])=[O:10])[CH:6]=[N:5]1.[F:16][C:17]([F:28])([F:27])[C:18]1[CH:19]=[C:20]([CH:24]=[CH:25][CH:26]=1)[C:21](Cl)=O.O. Product: [F:16][C:17]([F:27])([F:28])[C:18]1[CH:19]=[C:20]([C:21]2[O:15][N:14]=[C:2]([CH2:3][N:4]3[CH:8]=[C:7]([C:9]([O:11][CH2:12][CH3:13])=[O:10])[CH:6]=[N:5]3)[N:1]=2)[CH:24]=[CH:25][CH:26]=1. The catalyst class is: 17. (9) Reactant: C[O:2][C:3]([CH:5]1[C:13]2[C:8](=[CH:9][CH:10]=[CH:11][CH:12]=2)[CH:7]([CH2:14][NH2:15])[CH2:6]1)=O.CC(C)([O-])C.[Na+]. Product: [O:2]=[C:3]1[NH:15][CH2:14][CH:7]2[CH2:6][CH:5]1[C:13]1[CH:12]=[CH:11][CH:10]=[CH:9][C:8]=12. The catalyst class is: 5. (10) Reactant: [F:1][C:2]1[CH:3]=[N:4][C:5]([NH:11][C:12]2[CH:17]=[CH:16][CH:15]=[C:14]([F:18])[CH:13]=2)=[C:6]([CH:10]=1)[C:7]([OH:9])=O.Cl.[NH2:20][C:21]([CH3:26])([CH2:24][CH3:25])[C:22]#[CH:23].C1C=CC2N(O)N=NC=2C=1.CCN=C=NCCCN(C)C.CCN(C(C)C)C(C)C. Product: [F:1][C:2]1[CH:3]=[N:4][C:5]([NH:11][C:12]2[CH:17]=[CH:16][CH:15]=[C:14]([F:18])[CH:13]=2)=[C:6]([CH:10]=1)[C:7]([NH:20][C:21]([CH3:26])([CH2:24][CH3:25])[C:22]#[CH:23])=[O:9]. The catalyst class is: 2.